From a dataset of Retrosynthesis with 50K atom-mapped reactions and 10 reaction types from USPTO. Predict the reactants needed to synthesize the given product. (1) Given the product CNc1cc(-c2ccc(OCCN(C)C(=O)OC(C)(C)C)c(C(F)(F)F)c2)nc(C#N)c1N, predict the reactants needed to synthesize it. The reactants are: CN(CCOc1ccc(B2OC(C)(C)C(C)(C)O2)cc1C(F)(F)F)C(=O)OC(C)(C)C.CNc1cc(Cl)nc(C#N)c1N. (2) Given the product O=C(Nc1ccc(Br)cc1)OCC1CCSc2ccccc2C1=O, predict the reactants needed to synthesize it. The reactants are: O=C1c2ccccc2SCCC1CO.O=C=Nc1ccc(Br)cc1. (3) Given the product COc1cccc(Nc2cc(N(C)C)nc(N3CCN(C(=O)c4cccs4)CC3)n2)c1, predict the reactants needed to synthesize it. The reactants are: COc1cccc(Nc2cc(N(C)C)nc(N3CCNCC3)n2)c1.O=C(Cl)c1cccs1. (4) Given the product CC(C)(C)OC(=O)NC1CCN(c2cc3c(cc2F)c(=O)n(OCc2ccccc2)c(=O)n3-c2cccc(F)c2)C1, predict the reactants needed to synthesize it. The reactants are: CC(C)(C)OC(=O)NC1CCNC1.O=c1c2cc(F)c(F)cc2n(-c2cccc(F)c2)c(=O)n1OCc1ccccc1. (5) Given the product CC(=O)NCCSC1=C(C(=O)OCc2ccc([N+](=O)[O-])cc2)N2C(=O)[C@H]([C@H](C)OS(C)(=O)=O)[C@H]2C1, predict the reactants needed to synthesize it. The reactants are: CC(=O)NCCSC1=C(C(=O)OCc2ccc([N+](=O)[O-])cc2)N2C(=O)[C@H]([C@H](C)O)[C@H]2C1.CS(=O)(=O)Cl. (6) Given the product CNc1ccccc1CSc1nc2c([nH]1)CCCC2, predict the reactants needed to synthesize it. The reactants are: CNc1ccccc1CCl.Sc1nc2c([nH]1)CCCC2. (7) Given the product CC[C@H](Nc1ccnc2[nH]cnc12)c1nc2cccc(F)c2c(=O)n1-c1cccc(CC(F)(F)F)c1, predict the reactants needed to synthesize it. The reactants are: CC[C@H](N)c1nc2cccc(F)c2c(=O)n1-c1cccc(CC(F)(F)F)c1.Clc1ccnc2[nH]cnc12.